This data is from Forward reaction prediction with 1.9M reactions from USPTO patents (1976-2016). The task is: Predict the product of the given reaction. (1) Given the reactants [Cl:1][C:2]1[C:14]([F:15])=[CH:13][CH:12]=[C:11]2[C:3]=1[C:4]1[CH2:5][CH2:6][CH2:7][C:8]([C:31]([F:34])([F:33])[F:32])([O:26][Si](C)(C)C)[C:9]=1[N:10]2S(C1C=CC(C)=CC=1)(=O)=O.[OH-].[K+].CCO, predict the reaction product. The product is: [Cl:1][C:2]1[C:14]([F:15])=[CH:13][CH:12]=[C:11]2[C:3]=1[C:4]1[CH2:5][CH2:6][CH2:7][C:8]([C:31]([F:32])([F:33])[F:34])([OH:26])[C:9]=1[NH:10]2. (2) The product is: [Cl:21][C:6]1[CH:7]=[C:8]([S:12][C:13]2[CH:18]=[CH:17][C:16]([O:19][CH3:20])=[CH:15][CH:14]=2)[CH:9]=[C:10]([CH3:11])[C:5]=1[C:3]1[N:22]=[C:23]([NH2:25])[S:24][CH:2]=1. Given the reactants Br[CH2:2][C:3]([C:5]1[C:10]([CH3:11])=[CH:9][C:8]([S:12][C:13]2[CH:18]=[CH:17][C:16]([O:19][CH3:20])=[CH:15][CH:14]=2)=[CH:7][C:6]=1[Cl:21])=O.[NH2:22][C:23]([NH2:25])=[S:24], predict the reaction product. (3) Given the reactants [CH3:1][C@H:2]([NH:6][CH2:7][C:8]1[CH:9]=[CH:10][C:11]([O:14][CH2:15][C:16]2[CH:17]=[CH:18][CH:19]=[CH:20][C:21]=2[F:22])=[CH:12][CH:13]=1)[C:3]([NH2:5])=[O:4].[CH3:23][S:24]([OH:27])(=[O:26])=[O:25], predict the reaction product. The product is: [CH3:1][C@H:2]([NH:6][CH2:7][C:8]1[CH:9]=[CH:10][C:11]([O:14][CH2:15][C:16]2[CH:17]=[CH:18][CH:19]=[CH:20][C:21]=2[F:22])=[CH:12][CH:13]=1)[C:3]([NH2:5])=[O:4].[CH3:23][S:24]([O-:27])(=[O:26])=[O:25]. (4) Given the reactants [CH:1]1([NH2:4])[CH2:3][CH2:2]1.CS(C)=O.C1([O:15][C:16](=O)[NH:17][C:18]2[CH:23]=[CH:22][C:21]([O:24][C:25]3[C:34]4[C:29](=[CH:30][C:31]([O:37][CH2:38][C@H:39]5[CH2:41][O:40]5)=[C:32]([C:35]#[N:36])[CH:33]=4)[N:28]=[CH:27][CH:26]=3)=[CH:20][C:19]=2[F:42])C=CC=CC=1.O, predict the reaction product. The product is: [F:42][C:19]1[CH:20]=[C:21]([O:24][C:25]2[C:34]3[C:29](=[CH:30][C:31]([O:37][CH2:38][C@H:39]4[CH2:41][O:40]4)=[C:32]([C:35]#[N:36])[CH:33]=3)[N:28]=[CH:27][CH:26]=2)[CH:22]=[CH:23][C:18]=1[NH:17][C:16]([NH:4][CH:1]1[CH2:3][CH2:2]1)=[O:15]. (5) Given the reactants [CH3:1][N:2]([CH3:16])[C:3]1([C:10]2[CH:15]=[CH:14][CH:13]=[CH:12][CH:11]=2)[CH2:8][CH2:7][C:6](=O)[CH2:5][CH2:4]1.S([O-])([O-])(=O)=O.[Na+].[Na+].C(O)(=O)C.[CH3:28][O:29][C:30](=[O:44])[C@H:31]([CH2:33][C:34]1[C:42]2[C:37](=[CH:38][CH:39]=[C:40]([F:43])[CH:41]=2)[NH:36][CH:35]=1)[NH2:32].C(O[BH-](OC(=O)C)OC(=O)C)(=O)C.[Na+].[Cl:59][Si](C)(C)C.C1(N)C(F)=C(F)C(F)=C(N)C=1F.[ClH:76].Cl, predict the reaction product. The product is: [ClH:59].[ClH:76].[CH3:28][O:29][C:30](=[O:44])[CH:31]([NH:32][CH:6]1[CH2:7][CH2:8][C:3]([N:2]([CH3:16])[CH3:1])([C:10]2[CH:15]=[CH:14][CH:13]=[CH:12][CH:11]=2)[CH2:4][CH2:5]1)[CH2:33][C:34]1[C:42]2[C:37](=[CH:38][CH:39]=[C:40]([F:43])[CH:41]=2)[NH:36][CH:35]=1. (6) Given the reactants Cl.[CH:2]([C:5]1[CH:6]=[C:7]([C@@H:11]([NH2:13])[CH3:12])[CH:8]=[CH:9][CH:10]=1)([CH3:4])[CH3:3].[Cl:14][C:15]1[CH:35]=[CH:34][C:18]([CH2:19][N:20]2[C:28]3[C:23](=[CH:24][C:25]([C:29](O)=[O:30])=[CH:26][CH:27]=3)[C:22]([CH3:32])=[C:21]2[CH3:33])=[CH:17][C:16]=1[O:36][C@@H:37]([CH:42]([CH3:44])[CH3:43])[C:38]([O:40][CH3:41])=[O:39], predict the reaction product. The product is: [Cl:14][C:15]1[CH:35]=[CH:34][C:18]([CH2:19][N:20]2[C:28]3[C:23](=[CH:24][C:25]([C:29](=[O:30])[NH:13][C@H:11]([C:7]4[CH:8]=[CH:9][CH:10]=[C:5]([CH:2]([CH3:4])[CH3:3])[CH:6]=4)[CH3:12])=[CH:26][CH:27]=3)[C:22]([CH3:32])=[C:21]2[CH3:33])=[CH:17][C:16]=1[O:36][C@@H:37]([CH:42]([CH3:43])[CH3:44])[C:38]([O:40][CH3:41])=[O:39].